This data is from Catalyst prediction with 721,799 reactions and 888 catalyst types from USPTO. The task is: Predict which catalyst facilitates the given reaction. (1) Reactant: [F:1][C:2]1[N:7]=[C:6]([C:8]([OH:10])=O)[CH:5]=[CH:4][CH:3]=1.C(N1C=CN=C1)(N1C=CN=C1)=O.[Mg+].[C:24]([O:30][CH2:31][CH3:32])(=[O:29])[CH2:25]C([O-])=O.Cl. Product: [F:1][C:2]1[N:7]=[C:6]([C:8](=[O:10])[CH2:25][C:24]([O:30][CH2:31][CH3:32])=[O:29])[CH:5]=[CH:4][CH:3]=1. The catalyst class is: 7. (2) Product: [CH:5]1([CH2:8][O:9][C:10]2[CH:11]=[CH:12][C:13]([C:14]([NH:16][C:17]3[C:26]([F:27])=[C:25]4[C:20]([CH:21]=[C:22]([CH2:28][N:42]5[C:38](=[O:48])[C:39]6[C:40](=[CH:44][CH:45]=[CH:46][CH:47]=6)[C:41]5=[O:43])[CH:23]=[N:24]4)=[CH:19][CH:18]=3)=[O:15])=[CH:30][CH:31]=2)[CH2:6][CH2:7]1. Reactant: S(Cl)(Cl)=O.[CH:5]1([CH2:8][O:9][C:10]2[CH:31]=[CH:30][C:13]([C:14]([NH:16][C:17]3[C:26]([F:27])=[C:25]4[C:20]([CH:21]=[C:22]([CH2:28]O)[CH:23]=[N:24]4)=[CH:19][CH:18]=3)=[O:15])=[CH:12][CH:11]=2)[CH2:7][CH2:6]1.C(=O)([O-])[O-].[K+].[K+].[C:38]1(=[O:48])[NH:42][C:41](=[O:43])[C:40]2=[CH:44][CH:45]=[CH:46][CH:47]=[C:39]12.[K].[OH-].[K+]. The catalyst class is: 179. (3) Product: [ClH:30].[F:29][C:24]1[CH:23]=[C:22]([C:17]2[C:18]3[C:19]4[CH2:20][CH2:21][NH:8][CH2:9][CH2:10][C:11]=4[NH:12][C:13]=3[CH:14]=[CH:15][CH:16]=2)[CH:27]=[C:26]([F:28])[CH:25]=1. Reactant: C([N:8]1[CH2:21][CH2:20][C:19]2[C:18]3[C:17]([C:22]4[CH:27]=[C:26]([F:28])[CH:25]=[C:24]([F:29])[CH:23]=4)=[CH:16][CH:15]=[CH:14][C:13]=3[NH:12][C:11]=2[CH2:10][CH2:9]1)C1C=CC=CC=1.[ClH:30]. The catalyst class is: 29. (4) Reactant: [F:1][C:2]([F:21])([F:20])[C:3]1[CH:4]=[C:5](OS(C2C=CC(C)=CC=2)(=O)=O)[CH:6]=[CH:7][CH:8]=1.[CH2:22]([C:27]1[CH:32]=[CH:31][CH:30]=[CH:29][CH:28]=1)[CH2:23][CH2:24][C:25]#[CH:26]. Product: [C:27]1([CH2:22][CH2:23][CH2:24][C:25]#[C:26][C:5]2[CH:6]=[CH:7][CH:8]=[C:3]([C:2]([F:1])([F:20])[F:21])[CH:4]=2)[CH:32]=[CH:31][CH:30]=[CH:29][CH:28]=1. The catalyst class is: 194. (5) Reactant: [CH2:1]([N:3]([CH2:15][CH3:16])[CH2:4][C:5]1[CH:10]=[C:9]([N+:11]([O-])=O)[CH:8]=[CH:7][C:6]=1[F:14])[CH3:2].Cl[Sn]Cl. Product: [CH2:1]([N:3]([CH2:4][C:5]1[CH:10]=[C:9]([NH2:11])[CH:8]=[CH:7][C:6]=1[F:14])[CH2:15][CH3:16])[CH3:2]. The catalyst class is: 295. (6) Reactant: C(Cl)(=O)C(Cl)=O.CS(C)=O.[OH:11][C@@H:12]1[C@@H:16]([O:17][Si:18]([C:21]([CH3:24])([CH3:23])[CH3:22])([CH3:20])[CH3:19])[CH2:15][N:14]([C:25]([O:27][C:28]([CH3:31])([CH3:30])[CH3:29])=[O:26])[CH2:13]1.C(N(CC)CC)C. Product: [Si:18]([O:17][C@@H:16]1[C:12](=[O:11])[CH2:13][N:14]([C:25]([O:27][C:28]([CH3:31])([CH3:30])[CH3:29])=[O:26])[CH2:15]1)([C:21]([CH3:24])([CH3:23])[CH3:22])([CH3:20])[CH3:19]. The catalyst class is: 34. (7) Reactant: [Cl:1][C:2]1[CH:3]=[C:4]([C:12](Cl)=[O:13])[CH:5]=[N:6][C:7]=1[O:8][CH:9]([CH3:11])[CH3:10].O[NH:16][C:17](=[NH:37])[C:18]1[CH:27]=[CH:26][CH:25]=[C:24]2[C:19]=1[CH:20]=[CH:21][N:22]=[C:23]2[CH2:28][CH2:29][C:30]([O:32][C:33]([CH3:36])([CH3:35])[CH3:34])=[O:31].C(N(CC)CC)C. Product: [Cl:1][C:2]1[CH:3]=[C:4]([C:12]2[O:13][N:16]=[C:17]([C:18]3[CH:27]=[CH:26][CH:25]=[C:24]4[C:19]=3[CH:20]=[CH:21][N:22]=[C:23]4[CH2:28][CH2:29][C:30]([O:32][C:33]([CH3:36])([CH3:35])[CH3:34])=[O:31])[N:37]=2)[CH:5]=[N:6][C:7]=1[O:8][CH:9]([CH3:11])[CH3:10]. The catalyst class is: 3. (8) Reactant: Cl[C:2]1[C:7]([C:8]([O:10][CH2:11][CH3:12])=[O:9])=[CH:6][N:5]=[C:4]([S:13][CH3:14])[N:3]=1.[CH:15]([NH2:18])([CH3:17])[CH3:16].O. Product: [CH:15]([NH:18][C:2]1[C:7]([C:8]([O:10][CH2:11][CH3:12])=[O:9])=[CH:6][N:5]=[C:4]([S:13][CH3:14])[N:3]=1)([CH3:17])[CH3:16]. The catalyst class is: 23.